This data is from Reaction yield outcomes from USPTO patents with 853,638 reactions. The task is: Predict the reaction yield, written as a fraction of the theoretical maximum amount of product (1.0 means a 100% yield; for example, 0.34 means a 34% yield). (1) The reactants are [Cl:1][C:2]1[CH:28]=[CH:27][C:5]([CH2:6][N:7]2[C:12](=[N:13][C:14]3[CH:19]=[CH:18][C:17]([O:20][CH:21]([CH3:23])[CH3:22])=[C:16]([F:24])[CH:15]=3)[NH:11][C:10](=[O:25])[NH:9][C:8]2=[O:26])=[CH:4][CH:3]=1.CN(C=O)C.CC(C)([O-])C.[K+].C[O:41][C:42](=[O:45])[CH:43]=[CH2:44]. The catalyst is O. The product is [Cl:1][C:2]1[CH:3]=[CH:4][C:5]([CH2:6][N:7]2[C:12](=[N:13][C:14]3[CH:19]=[CH:18][C:17]([O:20][CH:21]([CH3:23])[CH3:22])=[C:16]([F:24])[CH:15]=3)[NH:11][C:10](=[O:25])[N:9]([CH2:44][CH2:43][C:42]([OH:45])=[O:41])[C:8]2=[O:26])=[CH:27][CH:28]=1. The yield is 0.700. (2) The reactants are [Br:1][C:2]1[CH:3]=[C:4]([CH:7]=[C:8]([N+:10]([O-:12])=[O:11])[CH:9]=1)[CH2:5][OH:6].[Si:13](Cl)([C:16]([CH3:19])([CH3:18])[CH3:17])([CH3:15])[CH3:14].N1C=CN=C1. The catalyst is CN(C)C=O. The product is [Br:1][C:2]1[CH:3]=[C:4]([CH:7]=[C:8]([N+:10]([O-:12])=[O:11])[CH:9]=1)[CH2:5][O:6][Si:13]([C:16]([CH3:19])([CH3:18])[CH3:17])([CH3:15])[CH3:14]. The yield is 0.930. (3) The reactants are [CH:1]1[C:10]2[C:5](=[CH:6][CH:7]=[CH:8][CH:9]=2)[CH:4]=[C:3]([C:11]([OH:13])=O)[N:2]=1.CN(C(ON1N=NC2C=CC=CC1=2)=[N+](C)C)C.F[P-](F)(F)(F)(F)F.[CH3:38][O:39][C:40]([C:42]1[C:50]2[NH:49][C:48]([NH2:51])=[N:47][C:46]=2[CH:45]=[CH:44][CH:43]=1)=[O:41]. No catalyst specified. The product is [CH3:38][O:39][C:40]([C:42]1[C:50]2[N:49]=[C:48]([NH:51][C:11]([C:3]3[N:2]=[CH:1][C:10]4[C:5]([CH:4]=3)=[CH:6][CH:7]=[CH:8][CH:9]=4)=[O:13])[NH:47][C:46]=2[CH:45]=[CH:44][CH:43]=1)=[O:41]. The yield is 0.750. (4) The reactants are Br[C:2]1[CH:7]=[CH:6][N:5]=[C:4]2[N:8]([Si:11]([CH:18]([CH3:20])[CH3:19])([CH:15]([CH3:17])[CH3:16])[CH:12]([CH3:14])[CH3:13])[CH:9]=[CH:10][C:3]=12.C([Li])(C)(C)C.[F:26]N(S(C1C=CC=CC=1)(=O)=O)S(C1C=CC=CC=1)(=O)=O. The catalyst is C1COCC1. The product is [F:26][C:2]1[CH:7]=[CH:6][N:5]=[C:4]2[N:8]([Si:11]([CH:18]([CH3:20])[CH3:19])([CH:15]([CH3:17])[CH3:16])[CH:12]([CH3:14])[CH3:13])[CH:9]=[CH:10][C:3]=12. The yield is 0.870. (5) The reactants are C1(C2[N:9]3C=CN=C(N)[C:8]3=[C:7]([C:15]3[N:23](COCC[Si](C)(C)C)[C:18]4=[N:19]C=CC=C4C=3)[N:6]=2)CCC1.C([O-])(O)=O.[Na+].O=C1CCC(=O)N1O[C:45]([C@H:47]1[CH2:52][CH2:51][C@H:50]([C:53]([O:55][CH3:56])=[O:54])[CH2:49][CH2:48]1)=[O:46].C1COCC1.CC#[N:64].[OH2:65]. No catalyst specified. The product is [NH2:64][C:18]1[NH:23][C:15](=[O:65])[C:7]([CH2:8][NH:9][C:45]([C@H:47]2[CH2:48][CH2:49][C@H:50]([C:53]([O:55][CH3:56])=[O:54])[CH2:51][CH2:52]2)=[O:46])=[N:6][N:19]=1. The yield is 0.840.